This data is from Forward reaction prediction with 1.9M reactions from USPTO patents (1976-2016). The task is: Predict the product of the given reaction. (1) Given the reactants Br[C:2]1[CH:7]=[CH:6][C:5]([N:8]2[C:16]3[C:15](=[O:17])[NH:14][C:13](=[O:18])[NH:12][C:11]=3[CH:10]=[CH:9]2)=[CH:4][CH:3]=1.O.[F:20][C:21]1[CH:26]=[CH:25][CH:24]=[C:23]([O:27][CH3:28])[C:22]=1B(O)O.C(=O)([O-])[O-].[Cs+].[Cs+], predict the reaction product. The product is: [F:20][C:21]1[CH:26]=[CH:25][CH:24]=[C:23]([O:27][CH3:28])[C:22]=1[C:2]1[CH:7]=[CH:6][C:5]([N:8]2[C:16]3[C:15](=[O:17])[NH:14][C:13](=[O:18])[NH:12][C:11]=3[CH:10]=[CH:9]2)=[CH:4][CH:3]=1. (2) Given the reactants [F:1][C:2]1[CH:10]=[C:9]([C:11]2[N:16]=[C:15]3[N:17]([CH2:20][C:21]4[CH:22]=[C:23]5[C:28](=[CH:29][CH:30]=4)[N:27]=[CH:26][CH:25]=[CH:24]5)[N:18]=[N:19][C:14]3=[CH:13][CH:12]=2)[CH:8]=[CH:7][C:3]=1[C:4](O)=[O:5].[CH2:31]([N:33](C(C)C)C(C)C)[CH3:32].CN(C(ON1N=NC2C=CC=NC1=2)=[N+](C)C)C.F[P-](F)(F)(F)(F)F.Cl.C(N)C, predict the reaction product. The product is: [CH2:31]([NH:33][C:4](=[O:5])[C:3]1[CH:7]=[CH:8][C:9]([C:11]2[N:16]=[C:15]3[N:17]([CH2:20][C:21]4[CH:22]=[C:23]5[C:28](=[CH:29][CH:30]=4)[N:27]=[CH:26][CH:25]=[CH:24]5)[N:18]=[N:19][C:14]3=[CH:13][CH:12]=2)=[CH:10][C:2]=1[F:1])[CH3:32]. (3) Given the reactants [CH2:1]([C@H:8]1[N:13]([C:14]([C:16]2[N:17]=[CH:18][N:19]([C@H:27]3[CH2:32][CH2:31][CH2:30][CH2:29][C@@H:28]3[NH:33][C:34]([O:36][CH2:37][CH3:38])=[O:35])[C:20]=2[C:21]2[CH:26]=[CH:25][CH:24]=[CH:23][CH:22]=2)=[O:15])[CH2:12][CH2:11][N:10]([C:39]([O:41][C:42]([CH3:45])([CH3:44])[CH3:43])=[O:40])[CH2:9]1)[C:2]1[CH:7]=[CH:6][CH:5]=[CH:4][CH:3]=1.[H-].[Na+].[CH3:48]I, predict the reaction product. The product is: [CH2:1]([C@H:8]1[N:13]([C:14]([C:16]2[N:17]=[CH:18][N:19]([C@H:27]3[CH2:32][CH2:31][CH2:30][CH2:29][C@@H:28]3[N:33]([C:34]([O:36][CH2:37][CH3:38])=[O:35])[CH3:48])[C:20]=2[C:21]2[CH:26]=[CH:25][CH:24]=[CH:23][CH:22]=2)=[O:15])[CH2:12][CH2:11][N:10]([C:39]([O:41][C:42]([CH3:44])([CH3:43])[CH3:45])=[O:40])[CH2:9]1)[C:2]1[CH:7]=[CH:6][CH:5]=[CH:4][CH:3]=1. (4) Given the reactants Cl[CH2:2][C:3]1[N:4]=[C:5]([C:9]2[CH:14]=[CH:13][CH:12]=[CH:11][CH:10]=2)[O:6][C:7]=1[CH3:8].C[O:16][C:17]([C:19]1[C:27]2[C:22](=[CH:23][CH:24]=[CH:25][CH:26]=2)[NH:21][N:20]=1)=[O:18], predict the reaction product. The product is: [CH3:8][C:7]1[O:6][C:5]([C:9]2[CH:14]=[CH:13][CH:12]=[CH:11][CH:10]=2)=[N:4][C:3]=1[CH2:2][N:21]1[C:22]2[C:27](=[CH:26][CH:25]=[CH:24][CH:23]=2)[C:19]([C:17]([OH:18])=[O:16])=[N:20]1. (5) The product is: [Br:13][C:14]1[N:15]([C:2]2[C:7]([N+:8]([O-:10])=[O:9])=[CH:6][CH:5]=[C:4]([O:11][CH3:12])[N:3]=2)[CH:16]=[C:17]([CH3:19])[N:18]=1. Given the reactants Cl[C:2]1[C:7]([N+:8]([O-:10])=[O:9])=[CH:6][CH:5]=[C:4]([O:11][CH3:12])[N:3]=1.[Br:13][C:14]1[NH:15][CH:16]=[C:17]([CH3:19])[N:18]=1.[OH-].[K+], predict the reaction product. (6) Given the reactants [CH3:1][N:2]([CH3:33])[C:3]1[CH:8]=[CH:7][C:6]([C:9](=O)[CH2:10][N:11]2[CH2:15][CH2:14][CH2:13][CH:12]2[C:16]2[CH:21]=[CH:20][CH:19]=[C:18]([O:22][CH2:23][CH2:24][CH2:25][N:26]3[CH2:31][CH2:30][CH2:29][CH2:28][CH2:27]3)[CH:17]=2)=[CH:5][CH:4]=1.N, predict the reaction product. The product is: [CH3:1][N:2]([CH3:33])[C:3]1[CH:8]=[CH:7][C:6]([C@H:9]2[C:21]3[C:16](=[CH:17][C:18]([O:22][CH2:23][CH2:24][CH2:25][N:26]4[CH2:31][CH2:30][CH2:29][CH2:28][CH2:27]4)=[CH:19][CH:20]=3)[C@@H:12]3[CH2:13][CH2:14][CH2:15][N:11]3[CH2:10]2)=[CH:5][CH:4]=1.